This data is from Forward reaction prediction with 1.9M reactions from USPTO patents (1976-2016). The task is: Predict the product of the given reaction. (1) Given the reactants F[C:2]1[CH:11]=[CH:10][C:5]([C:6]([O:8][CH3:9])=[O:7])=[CH:4][C:3]=1[C:12](=O)[C:13]1[CH:18]=[CH:17][CH:16]=[C:15]([F:19])[CH:14]=1.O.[NH2:22][NH2:23].Cl, predict the reaction product. The product is: [F:19][C:15]1[CH:14]=[C:13]([C:12]2[C:3]3[C:2](=[CH:11][CH:10]=[C:5]([C:6]([O:8][CH3:9])=[O:7])[CH:4]=3)[NH:23][N:22]=2)[CH:18]=[CH:17][CH:16]=1. (2) Given the reactants Br[CH:2]([C:22]1[CH:27]=[CH:26][N:25]=[C:24]([Cl:28])[N:23]=1)[C:3]([C:5]1[CH:6]=[C:7]([NH:11][C:12](=[O:21])[C:13]2[C:18]([F:19])=[CH:17][CH:16]=[CH:15][C:14]=2[F:20])[CH:8]=[CH:9][CH:10]=1)=O.[NH2:29][C:30]([NH2:32])=[O:31], predict the reaction product. The product is: [NH2:32][C:30]1[O:31][C:2]([C:22]2[CH:27]=[CH:26][N:25]=[C:24]([Cl:28])[N:23]=2)=[C:3]([C:5]2[CH:6]=[C:7]([NH:11][C:12](=[O:21])[C:13]3[C:18]([F:19])=[CH:17][CH:16]=[CH:15][C:14]=3[F:20])[CH:8]=[CH:9][CH:10]=2)[N:29]=1.